From a dataset of Catalyst prediction with 721,799 reactions and 888 catalyst types from USPTO. Predict which catalyst facilitates the given reaction. (1) Reactant: [B-](F)(F)(F)F.[B-](F)(F)(F)F.C1[N+]2(CCl)CC[N+]([F:21])(CC2)C1.[CH3:22][NH:23][C:24]([C:26]1[CH:34]=[C:33]2[C:29]([C:30]([C:35]3[NH:36][C:37]4[C:42]([CH:43]=3)=[CH:41][C:40]([CH2:44][N:45]3[CH2:50][CH2:49][CH2:48][CH2:47][CH2:46]3)=[CH:39][CH:38]=4)=[N:31][NH:32]2)=[CH:28][CH:27]=1)=[O:25].CS(C)=O. Product: [F:21][C:43]1[C:42]2[C:37](=[CH:38][CH:39]=[C:40]([CH2:44][N:45]3[CH2:50][CH2:49][CH2:48][CH2:47][CH2:46]3)[CH:41]=2)[NH:36][C:35]=1[C:30]1[C:29]2[C:33](=[CH:34][C:26]([C:24]([NH:23][CH3:22])=[O:25])=[CH:27][CH:28]=2)[NH:32][N:31]=1. The catalyst class is: 10. (2) Reactant: [OH-].[Na+].[CH2:3]([N:5]([CH2:14][CH2:15][O:16]C(=O)C)[C:6]1[CH:11]=[CH:10][C:9]([CH:12]=[O:13])=[CH:8][CH:7]=1)[CH3:4].Cl. Product: [CH2:3]([N:5]([C:6]1[CH:7]=[CH:8][C:9]([CH:12]=[O:13])=[CH:10][CH:11]=1)[CH2:14][CH2:15][OH:16])[CH3:4]. The catalyst class is: 8.